Dataset: Catalyst prediction with 721,799 reactions and 888 catalyst types from USPTO. Task: Predict which catalyst facilitates the given reaction. (1) Reactant: [Li]CCCC.Br[C:7]1[CH:8]=[CH:9][CH:10]=[C:11]2[C:16]=1[N:15]=[CH:14][CH:13]=[CH:12]2.[CH3:17][C:18]1[C:19](=O)[CH2:20][CH2:21][C:22]=1[CH3:23].Cl.N. Product: [N:15]1[C:16]2[C:11](=[CH:10][CH:9]=[CH:8][C:7]=2[C:19]2[CH2:20][CH:21]=[C:22]([CH3:23])[C:18]=2[CH3:17])[CH:12]=[CH:13][CH:14]=1. The catalyst class is: 1. (2) Reactant: [OH:1][CH:2]1[C:10]2[C:5](=[C:6]([C:11]([F:14])([F:13])[F:12])[CH:7]=[CH:8][CH:9]=2)[C:4](=[O:15])[O:3]1.[C:16](=O)([O-])[O-].[K+].[K+].IC.Cl. Product: [CH:2]([C:10]1[CH:9]=[CH:8][CH:7]=[C:6]([C:11]([F:14])([F:13])[F:12])[C:5]=1[C:4]([O:3][CH3:16])=[O:15])=[O:1]. The catalyst class is: 18. (3) Reactant: [CH3:1][C:2]1[C:7]2=[N:8][C:9]3[C:10]([C:24]([OH:26])=O)=[CH:11][N:12]([CH2:17][C:18]4[CH:23]=[CH:22][CH:21]=[CH:20][N:19]=4)[C:13](=[O:16])[C:14]=3[CH:15]=[C:6]2[CH:5]=[CH:4][CH:3]=1.[CH:27]1[N:31]=[CH:30][N:29]([C:32](N2C=NC=C2)=O)[CH:28]=1. Product: [CH3:30][N:29]([CH3:32])[CH2:28][CH2:27][NH:31][C:24]([C:10]1[C:9]2[N:8]=[C:7]3[C:2]([CH3:1])=[CH:3][CH:4]=[CH:5][C:6]3=[CH:15][C:14]=2[C:13](=[O:16])[N:12]([CH2:17][C:18]2[CH:23]=[CH:22][CH:21]=[CH:20][N:19]=2)[CH:11]=1)=[O:26]. The catalyst class is: 10. (4) Reactant: [N:1]1[CH:6]=[CH:5][CH:4]=[C:3]([CH2:7][O:8][C:9]([NH:11][CH2:12][C:13]2[CH:21]=[CH:20][C:16]([C:17]([OH:19])=O)=[CH:15][CH:14]=2)=[O:10])[CH:2]=1.[NH2:22][C:23]1[C:27]([NH:28][C:29](=[O:35])[O:30][C:31]([CH3:34])([CH3:33])[CH3:32])=[CH:26][N:25]([C:36]2[CH:41]=[CH:40][CH:39]=[CH:38][CH:37]=2)[N:24]=1.C(N(C(C)C)CC)C.F[P-](F)(F)(F)(F)F.N1(O[P+](N(C)C)(N(C)C)N(C)C)C2C=CC=CC=2N=N1. Product: [C:31]([O:30][C:29]([NH:28][C:27]1[C:23]([NH:22][C:17]([C:16]2[CH:15]=[CH:14][C:13]([CH2:12][NH:11][C:9](=[O:10])[O:8][CH2:7][C:3]3[CH:2]=[N:1][CH:6]=[CH:5][CH:4]=3)=[CH:21][CH:20]=2)=[O:19])=[N:24][N:25]([C:36]2[CH:37]=[CH:38][CH:39]=[CH:40][CH:41]=2)[CH:26]=1)=[O:35])([CH3:34])([CH3:32])[CH3:33]. The catalyst class is: 2. (5) Reactant: [NH2:1][C:2]1[N:7]=[C:6]([NH2:8])[C:5]([C:9]#[N:10])=[C:4]([NH:11][C@H:12]([C:14]2[N:23]([C:24]3[CH:29]=[CH:28][CH:27]=[CH:26][CH:25]=3)[C:22](=[O:30])[C:21]3[C:16](=[CH:17][CH:18]=[CH:19][C:20]=3[CH2:31][CH2:32][CH:33]=O)[N:15]=2)[CH3:13])[N:3]=1.[NH:35]1[CH2:40][CH2:39][O:38][CH2:37][CH2:36]1.C(O[BH-](OC(=O)C)OC(=O)C)(=O)C.[Na+]. Product: [NH2:1][C:2]1[N:7]=[C:6]([NH2:8])[C:5]([C:9]#[N:10])=[C:4]([NH:11][C@H:12]([C:14]2[N:23]([C:24]3[CH:29]=[CH:28][CH:27]=[CH:26][CH:25]=3)[C:22](=[O:30])[C:21]3[C:16](=[CH:17][CH:18]=[CH:19][C:20]=3[CH2:31][CH2:32][CH2:33][N:35]3[CH2:40][CH2:39][O:38][CH2:37][CH2:36]3)[N:15]=2)[CH3:13])[N:3]=1. The catalyst class is: 2.